This data is from Catalyst prediction with 721,799 reactions and 888 catalyst types from USPTO. The task is: Predict which catalyst facilitates the given reaction. (1) Reactant: C(N(CC)C(C)C)(C)C.Cl.[C:11]([N:15]1[CH2:19][C@@H:18]([C:20]2[CH:25]=[CH:24][C:23]([F:26])=[CH:22][C:21]=2[F:27])[C@H:17]([C:28](O)=[O:29])[CH2:16]1)([CH3:14])([CH3:13])[CH3:12].[Cl:31][C:32]1[CH:33]=[CH:34][C:35]([C:44]2[CH2:45][CH2:46][NH:47][CH2:48][CH:49]=2)=[C:36]([CH:38]([CH3:43])[C:39]([O:41][CH3:42])=[O:40])[CH:37]=1.F[P-](F)(F)(F)(F)F.N1(OC(N(C)C)=[N+](C)C)C2N=CC=CC=2N=N1.ON1C2N=CC=CC=2N=N1.C(=O)(O)[O-].[Na+]. Product: [C:11]([N:15]1[CH2:19][C@@H:18]([C:20]2[CH:25]=[CH:24][C:23]([F:26])=[CH:22][C:21]=2[F:27])[C@H:17]([C:28]([N:47]2[CH2:46][CH:45]=[C:44]([C:35]3[CH:34]=[CH:33][C:32]([Cl:31])=[CH:37][C:36]=3[CH:38]([CH3:43])[C:39]([O:41][CH3:42])=[O:40])[CH2:49][CH2:48]2)=[O:29])[CH2:16]1)([CH3:12])([CH3:14])[CH3:13]. The catalyst class is: 9. (2) Reactant: [N:1]1[CH:6]=[CH:5][CH:4]=[C:3]([CH:7]2[CH2:12][CH2:11][C:10](=[O:13])[CH2:9][CH2:8]2)[CH:2]=1.[BH4-].[Na+].Cl.C([O-])(O)=O.[Na+]. Product: [N:1]1[CH:6]=[CH:5][CH:4]=[C:3]([C@H:7]2[CH2:8][CH2:9][C@H:10]([OH:13])[CH2:11][CH2:12]2)[CH:2]=1. The catalyst class is: 5. (3) Reactant: C([O:8][C:9](=[O:21])[NH:10][C:11]1C=CC2OCC[O:18][C:13]=2[CH:12]=1)C1C=CC=CC=1.[Li][CH2:23]CCC.[C:27]([O:32][CH2:33][C@H:34]1[O:36][CH2:35]1)(=O)[CH2:28][CH2:29][CH3:30].C([O-])([O-])=O.[Cs+].[Cs+]. Product: [O:32]1[C:27]2[CH:28]=[CH:29][C:30]([N:10]3[CH2:11][C@@H:12]([CH2:13][OH:18])[O:8][C:9]3=[O:21])=[CH:23][C:35]=2[O:36][CH2:34][CH2:33]1. The catalyst class is: 721. (4) Reactant: [Cl:1][C:2]1[C:7]([Cl:8])=[C:6]([S:9]([CH3:12])(=[O:11])=[O:10])[CH:5]=[CH:4][C:3]=1[C:13]1[CH:22]=[CH:21][C:20]2[C:15](=[CH:16][CH:17]=[C:18]([O:23]C)[CH:19]=2)[C:14]=1[O:25][C:26]1[CH:40]=[CH:39][C:29]([O:30][CH2:31][CH2:32][N:33]2[CH2:38][CH2:37][CH2:36][CH2:35][CH2:34]2)=[CH:28][CH:27]=1.Cl.B(Br)(Br)Br.CO. Product: [ClH:1].[Cl:1][C:2]1[C:7]([Cl:8])=[C:6]([S:9]([CH3:12])(=[O:10])=[O:11])[CH:5]=[CH:4][C:3]=1[C:13]1[C:14]([O:25][C:26]2[CH:40]=[CH:39][C:29]([O:30][CH2:31][CH2:32][N:33]3[CH2:38][CH2:37][CH2:36][CH2:35][CH2:34]3)=[CH:28][CH:27]=2)=[C:15]2[C:20](=[CH:21][CH:22]=1)[CH:19]=[C:18]([OH:23])[CH:17]=[CH:16]2. The catalyst class is: 698. (5) Reactant: [Cl:1][C:2]1[C:3]([CH2:13][N:14]([CH:39]2[CH2:41][CH2:40]2)[C:15]([C@@H:17]2[C@:22]([C:24]3[CH:29]=[CH:28][C:27]([F:30])=[C:26]([F:31])[CH:25]=3)([OH:23])[CH2:21][CH2:20][N:19]([C:32]([O:34][C:35]([CH3:38])([CH3:37])[CH3:36])=[O:33])[CH2:18]2)=[O:16])=[CH:4][C:5]([CH2:8][CH2:9][CH2:10][O:11][CH3:12])=[N:6][CH:7]=1.ClC1C=C(C=CC=1)C(OO)=[O:47]. Product: [Cl:1][C:2]1[C:3]([CH2:13][N:14]([CH:39]2[CH2:41][CH2:40]2)[C:15]([C@@H:17]2[C@:22]([C:24]3[CH:29]=[CH:28][C:27]([F:30])=[C:26]([F:31])[CH:25]=3)([OH:23])[CH2:21][CH2:20][N:19]([C:32]([O:34][C:35]([CH3:36])([CH3:37])[CH3:38])=[O:33])[CH2:18]2)=[O:16])=[CH:4][C:5]([CH2:8][CH2:9][CH2:10][O:11][CH3:12])=[N+:6]([O-:47])[CH:7]=1. The catalyst class is: 2. (6) Reactant: [CH:1]([N:4]1[CH2:9][CH2:8][N:7]([C:10]2[C:11](=[O:16])[NH:12][CH:13]=[CH:14][N:15]=2)[CH2:6][CH2:5]1)([CH3:3])[CH3:2].CC([O-])(C)C.[K+].[F:23][C:24]1[CH:46]=[C:45]([F:47])[C:44]([F:48])=[CH:43][C:25]=1[O:26][CH2:27][CH2:28]N1C=CN=C(N2CCN(C)CC2)C1=O.O. Product: [F:23][C:24]1[CH:46]=[C:45]([F:47])[C:44]([F:48])=[CH:43][C:25]=1[O:26][CH2:27][CH2:28][N:12]1[CH:13]=[CH:14][N:15]=[C:10]([N:7]2[CH2:6][CH2:5][N:4]([CH:1]([CH3:3])[CH3:2])[CH2:9][CH2:8]2)[C:11]1=[O:16]. The catalyst class is: 1. (7) Reactant: Cl[C:2]1[N:7]=[C:6]([NH:8][CH:9]2[CH2:14][C:13]([CH3:16])([CH3:15])[N:12]([CH3:17])[C:11]([CH3:19])([CH3:18])[CH2:10]2)[C:5]([C:20]#[N:21])=[CH:4][N:3]=1.[CH:22]1([C:25]2[C:30]([N:31]3[CH:35]=[N:34][N:33]=[N:32]3)=[CH:29][C:28]([NH2:36])=[C:27]([F:37])[CH:26]=2)[CH2:24][CH2:23]1.[OH2:38].C1(C)C=CC(S(O)(=O)=O)=CC=1. Product: [NH3:3].[CH3:2][OH:38].[CH3:17][N:12]1[C:13]([CH3:16])([CH3:15])[CH2:14][CH:9]([NH:8][C:6]2[C:5]([C:20]#[N:21])=[CH:4][N:3]=[C:2]([NH:36][C:28]3[CH:29]=[C:30]([N:31]4[CH:35]=[N:34][N:33]=[N:32]4)[C:25]([CH:22]4[CH2:23][CH2:24]4)=[CH:26][C:27]=3[F:37])[N:7]=2)[CH2:10][C:11]1([CH3:19])[CH3:18]. The catalyst class is: 41.